The task is: Predict the product of the given reaction.. This data is from Forward reaction prediction with 1.9M reactions from USPTO patents (1976-2016). (1) Given the reactants Br[C:2]1[CH:7]=[CH:6][CH:5]=[CH:4][C:3]=1[C:8]([F:14])([F:13])[C:9]([F:12])([F:11])[F:10].[CH3:15][O:16][C:17](=[O:47])[CH2:18][C@H:19]1[C:23]2[CH:24]=[CH:25][C:26]([O:28][C@H:29]3[C:37]4[C:32](=[C:33](B5OC(C)(C)C(C)(C)O5)[CH:34]=[CH:35][CH:36]=4)[CH2:31][CH2:30]3)=[CH:27][C:22]=2[O:21][CH2:20]1, predict the reaction product. The product is: [CH3:15][O:16][C:17](=[O:47])[CH2:18][C@H:19]1[C:23]2[CH:24]=[CH:25][C:26]([O:28][C@H:29]3[C:37]4[C:32](=[C:33]([C:2]5[CH:7]=[CH:6][CH:5]=[CH:4][C:3]=5[C:8]([F:14])([F:13])[C:9]([F:12])([F:11])[F:10])[CH:34]=[CH:35][CH:36]=4)[CH2:31][CH2:30]3)=[CH:27][C:22]=2[O:21][CH2:20]1. (2) Given the reactants [C:1]([N:4]1[CH2:9][CH2:8][CH:7]([NH:10][NH:11][C:12](=[O:19])[C:13]2[CH:18]=[CH:17][CH:16]=[CH:15][CH:14]=2)[CH2:6][CH2:5]1)(=[O:3])[CH3:2].[C:20]([O:24][C:25](O[C:25]([O:24][C:20]([CH3:23])([CH3:22])[CH3:21])=[O:26])=[O:26])([CH3:23])([CH3:22])[CH3:21], predict the reaction product. The product is: [C:1]([N:4]1[CH2:9][CH2:8][CH:7]([N:10]([C:25]([O:24][C:20]([CH3:23])([CH3:22])[CH3:21])=[O:26])[N:11]([C:12](=[O:19])[C:13]2[CH:14]=[CH:15][CH:16]=[CH:17][CH:18]=2)[C:25]([O:24][C:20]([CH3:23])([CH3:22])[CH3:21])=[O:26])[CH2:6][CH2:5]1)(=[O:3])[CH3:2].